The task is: Predict which catalyst facilitates the given reaction.. This data is from Catalyst prediction with 721,799 reactions and 888 catalyst types from USPTO. (1) Reactant: [F:1][C:2]1([F:13])[CH2:6][CH2:5][CH:4]([C:7](N(OC)C)=[O:8])[CH2:3]1.[CH3:14][Mg]Br.C(OCC)C. Product: [F:1][C:2]1([F:13])[CH2:6][CH2:5][CH:4]([C:7](=[O:8])[CH3:14])[CH2:3]1. The catalyst class is: 1. (2) Reactant: [OH:1][N:2]=[C:3]([C:14]#[N:15])[C:4]1[CH:9]=[CH:8][C:7]([O:10][CH3:11])=[C:6]([O:12][CH3:13])[CH:5]=1.[Cl:16][C:17]1[CH:22]=[CH:21][C:20]([S:23](Cl)(=[O:25])=[O:24])=[CH:19][CH:18]=1.C(N(CC)CC)C. Product: [Cl:16][C:17]1[CH:22]=[CH:21][C:20]([S:23]([O:1][N:2]=[C:3]([C:14]#[N:15])[C:4]2[CH:9]=[CH:8][C:7]([O:10][CH3:11])=[C:6]([O:12][CH3:13])[CH:5]=2)(=[O:25])=[O:24])=[CH:19][CH:18]=1. The catalyst class is: 10. (3) Reactant: [Cl:1][C:2]1[CH:7]=[CH:6][C:5]([Mg]Br)=[CH:4][CH:3]=1.[Br:10][C:11]1[CH:25]=[CH:24][C:14]2[C:15]([C:18](N(OC)C)=[O:19])=[N:16][S:17][C:13]=2[CH:12]=1.Cl. Product: [Br:10][C:11]1[CH:25]=[CH:24][C:14]2[C:15]([C:18]([C:5]3[CH:6]=[CH:7][C:2]([Cl:1])=[CH:3][CH:4]=3)=[O:19])=[N:16][S:17][C:13]=2[CH:12]=1. The catalyst class is: 1.